From a dataset of Reaction yield outcomes from USPTO patents with 853,638 reactions. Predict the reaction yield, written as a fraction of the theoretical maximum amount of product (1.0 means a 100% yield; for example, 0.34 means a 34% yield). (1) The reactants are [OH:1][C:2]1[CH:3]=[C:4]2[C:9](=[CH:10][CH:11]=1)[CH:8]=[C:7]([C:12]1[C:20]3[C:15](=[CH:16][CH:17]=[C:18]([C:21]#[N:22])[CH:19]=3)[N:14]([CH:23]3[CH2:28][CH2:27][CH2:26][CH2:25][O:24]3)[N:13]=1)[CH:6]=[CH:5]2.[OH-].[Na+].C1COCC1.Cl[CH:37]([F:39])[F:38]. The catalyst is O. The product is [F:38][CH:37]([F:39])[O:1][C:2]1[CH:3]=[C:4]2[C:9](=[CH:10][CH:11]=1)[CH:8]=[C:7]([C:12]1[C:20]3[C:15](=[CH:16][CH:17]=[C:18]([C:21]#[N:22])[CH:19]=3)[N:14]([CH:23]3[CH2:28][CH2:27][CH2:26][CH2:25][O:24]3)[N:13]=1)[CH:6]=[CH:5]2. The yield is 0.270. (2) The yield is 0.990. The catalyst is FC(C1C=CC=CC=1)(F)F.[W].C(OOC(=O)C1C=CC=CC=1)(=O)C1C=CC=CC=1. The product is [Br:15][CH2:12][C:11]1[C:2]([F:1])=[CH:3][CH:4]=[C:5]2[C:10]=1[N:9]=[C:8]([O:13][CH3:14])[CH:7]=[CH:6]2. The reactants are [F:1][C:2]1[C:11]([CH3:12])=[C:10]2[C:5]([CH:6]=[CH:7][C:8]([O:13][CH3:14])=[N:9]2)=[CH:4][CH:3]=1.[Br:15]N1C(=O)CCC1=O. (3) The reactants are [O:1]1[C:5]2=[CH:6][N:7]=[CH:8][CH:9]=[C:4]2[CH:3]=[C:2]1[C:10]([NH:12][CH2:13][C:14]1[CH:19]=[CH:18][C:17]([S:20](Cl)(=[O:22])=[O:21])=[CH:16][CH:15]=1)=[O:11].Cl.[N:25]1([CH:30]2[CH2:35][CH2:34][NH:33][CH2:32][CH2:31]2)[CH2:29][CH2:28][CH2:27][CH2:26]1.C(N(CC)CC)C. The catalyst is C(Cl)Cl. The product is [N:25]1([CH:30]2[CH2:35][CH2:34][N:33]([S:20]([C:17]3[CH:18]=[CH:19][C:14]([CH2:13][NH:12][C:10]([C:2]4[O:1][C:5]5=[CH:6][N:7]=[CH:8][CH:9]=[C:4]5[CH:3]=4)=[O:11])=[CH:15][CH:16]=3)(=[O:22])=[O:21])[CH2:32][CH2:31]2)[CH2:29][CH2:28][CH2:27][CH2:26]1. The yield is 0.270. (4) The reactants are [CH:1]([OH:3])=O.OO.[Cl:6][C:7]1[CH:12]=[CH:11][C:10]([C:13]2C[CH2:16][CH2:15][CH:14]=2)=[CH:9][CH:8]=1. No catalyst specified. The product is [Cl:6][C:7]1[CH:12]=[CH:11][C:10]([CH:13]2[CH2:14][CH2:15][CH2:16][C:1]2=[O:3])=[CH:9][CH:8]=1. The yield is 0.349. (5) The reactants are [CH3:1][O:2][C:3](=[O:22])[C:4]1[CH:9]=[C:8]([CH:10]([OH:13])[CH2:11][CH3:12])[C:7]([C:14]([F:17])([F:16])[F:15])=[CH:6][C:5]=1[NH:18]C(=O)C.O.[C:24]1(C)[CH:29]=CC(S(O)(=O)=O)=C[CH:25]=1. The catalyst is CC(O)C.O.CCOC(C)=O. The product is [CH3:1][O:2][C:3](=[O:22])[C:4]1[CH:9]=[C:8]([CH:10]([O:13][CH:24]([CH3:29])[CH3:25])[CH2:11][CH3:12])[C:7]([C:14]([F:15])([F:16])[F:17])=[CH:6][C:5]=1[NH2:18]. The yield is 0.120. (6) The reactants are Cl[C:2]1[CH:7]=[C:6]([Cl:8])[N:5]=[C:4]([S:9][CH3:10])[N:3]=1.C(NC(C)C)(C)C.[NH2:18][C:19]1[CH:23]=[C:22]([CH3:24])[NH:21][N:20]=1.O. The catalyst is CN(C=O)C. The product is [Cl:8][C:6]1[N:5]=[C:4]([S:9][CH3:10])[N:3]=[C:2]([NH:18][C:19]2[NH:20][N:21]=[C:22]([CH3:24])[CH:23]=2)[CH:7]=1. The yield is 0.660.